Regression. Given two drug SMILES strings and cell line genomic features, predict the synergy score measuring deviation from expected non-interaction effect. From a dataset of NCI-60 drug combinations with 297,098 pairs across 59 cell lines. (1) Drug 1: CC(C1=C(C=CC(=C1Cl)F)Cl)OC2=C(N=CC(=C2)C3=CN(N=C3)C4CCNCC4)N. Drug 2: C#CCC(CC1=CN=C2C(=N1)C(=NC(=N2)N)N)C3=CC=C(C=C3)C(=O)NC(CCC(=O)O)C(=O)O. Cell line: MCF7. Synergy scores: CSS=4.18, Synergy_ZIP=-2.64, Synergy_Bliss=2.27, Synergy_Loewe=1.91, Synergy_HSA=1.42. (2) Drug 1: CC1=CC=C(C=C1)C2=CC(=NN2C3=CC=C(C=C3)S(=O)(=O)N)C(F)(F)F. Drug 2: C(CC(=O)O)C(=O)CN.Cl. Cell line: NCI-H226. Synergy scores: CSS=3.04, Synergy_ZIP=0.330, Synergy_Bliss=3.19, Synergy_Loewe=-3.02, Synergy_HSA=-3.13. (3) Drug 1: CC1=CC2C(CCC3(C2CCC3(C(=O)C)OC(=O)C)C)C4(C1=CC(=O)CC4)C. Drug 2: COCCOC1=C(C=C2C(=C1)C(=NC=N2)NC3=CC=CC(=C3)C#C)OCCOC.Cl. Cell line: SW-620. Synergy scores: CSS=-7.80, Synergy_ZIP=2.56, Synergy_Bliss=-2.84, Synergy_Loewe=-6.41, Synergy_HSA=-5.96.